From a dataset of Forward reaction prediction with 1.9M reactions from USPTO patents (1976-2016). Predict the product of the given reaction. (1) The product is: [CH3:16][O:15][C:13]([C:3]1[C:2]([OH:1])=[CH:11][C:10]2[C:5](=[CH:6][C:7]([O:12][CH2:17][C:18]3[CH:23]=[CH:22][CH:21]=[CH:20][CH:19]=3)=[CH:8][CH:9]=2)[CH:4]=1)=[O:14]. Given the reactants [OH:1][C:2]1[C:3]([C:13]([O:15][CH3:16])=[O:14])=[CH:4][C:5]2[C:10]([CH:11]=1)=[CH:9][CH:8]=[C:7]([OH:12])[CH:6]=2.[CH2:17](Cl)[C:18]1[CH:23]=[CH:22][CH:21]=[CH:20][CH:19]=1.[I-].[K+].C(=O)([O-])[O-].[K+].[K+], predict the reaction product. (2) Given the reactants [Br:1][C:2]1[C:3]([CH3:10])=[C:4](N)[CH:5]=[N:6][C:7]=1[CH3:8].[B-](F)(F)(F)[F:12].N#[O+].F[B-](F)(F)F.C([N+]1C=CN(C)C=1)CCC, predict the reaction product. The product is: [Br:1][C:2]1[C:7]([CH3:8])=[N:6][CH:5]=[C:4]([F:12])[C:3]=1[CH3:10]. (3) The product is: [CH2:11]([O:18][CH2:19][CH2:20][CH2:21][CH2:22][CH2:23][CH2:24][CH2:25][CH2:26][CH2:27][CH2:28][CH2:29]/[CH:30]=[CH:31]\[CH2:32][CH2:33][CH2:34][CH:35]([C:36]([O:38][CH3:39])=[O:37])[C:4](=[O:6])[C:3]([O:9][CH3:10])=[O:8])[C:12]1[CH:17]=[CH:16][CH:15]=[CH:14][CH:13]=1. Given the reactants [H-].[Na+].[C:3]([O:9][CH3:10])(=[O:8])[C:4]([O:6]C)=O.[CH2:11]([O:18][CH2:19][CH2:20][CH2:21][CH2:22][CH2:23][CH2:24][CH2:25][CH2:26][CH2:27][CH2:28][CH2:29]/[CH:30]=[CH:31]\[CH2:32][CH2:33][CH2:34][CH2:35][C:36]([O:38][CH3:39])=[O:37])[C:12]1[CH:17]=[CH:16][CH:15]=[CH:14][CH:13]=1.Cl, predict the reaction product. (4) Given the reactants [C:10](P([C:10]([CH3:13])([CH3:12])[CH3:11])[C:10]([CH3:13])([CH3:12])[CH3:11])([CH3:13])([CH3:12])[CH3:11].[NH2:14][C:15]1[CH:29]=[CH:28][C:18]2[O:19][C:20]3[CH:26]=[C:25]([NH2:27])[CH:24]=[CH:23][C:21]=3[O:22][C:17]=2[CH:16]=1.Br[C:31]1[CH:36]=[CH:35][CH:34]=[CH:33][C:32]=1[C:37]1[CH:42]=[CH:41][CH:40]=[CH:39][C:38]=1Br.[CH3:44][C:45](C)([O-])[CH3:46].[Na+].C1(C)[C:51]([CH3:56])=[CH:52][CH:53]=[CH:54]C=1, predict the reaction product. The product is: [CH:34]1[C:33]2[N:27]([C:25]3[CH:24]=[CH:23][C:21]4[O:22][C:17]5[CH:16]=[C:15]([N:14]6[C:12]7[CH:46]=[CH:45][CH:44]=[CH:11][C:10]=7[C:13]7[C:56]6=[CH:51][CH:52]=[CH:53][CH:54]=7)[CH:29]=[CH:28][C:18]=5[O:19][C:20]=4[CH:26]=3)[C:42]3[C:37](=[CH:38][CH:39]=[CH:40][CH:41]=3)[C:32]=2[CH:31]=[CH:36][CH:35]=1. (5) Given the reactants I[C:2]1[CH:3]=[CH:4][C:5]2[N:6]([CH:8]=[CH:9][N:10]=2)[CH:7]=1.C(N(CC)CC)C.CCCC[Sn](CCCC)CCCC.CCCC[Sn](CCCC)CCCC, predict the reaction product. The product is: [N:10]1[CH:9]=[CH:8][N:6]2[CH:7]=[CH:2][CH:3]=[CH:4][C:5]=12. (6) The product is: [CH3:25][NH:26][C:27]1[N:32]=[C:31]([CH2:33][CH2:34][O:1][C:2]2[CH:3]=[CH:4][C:5]3[C:9]([CH2:10][CH2:11][C:12]([O:14][CH2:15][CH3:16])=[O:13])=[CH:8][S:7][C:6]=3[CH:17]=2)[CH:30]=[CH:29][CH:28]=1. Given the reactants [OH:1][C:2]1[CH:3]=[CH:4][C:5]2[C:9]([CH2:10][CH2:11][C:12]([O:14][CH2:15][CH3:16])=[O:13])=[CH:8][S:7][C:6]=2[CH:17]=1.CN1CCOCC1.[CH3:25][NH:26][C:27]1[N:32]=[C:31]([CH2:33][CH2:34]O)[CH:30]=[CH:29][CH:28]=1.C1(P(C2C=CC=CC=2)C2C=CC=CC=2)C=CC=CC=1.N(C(OC(C)C)=O)=NC(OC(C)C)=O, predict the reaction product.